From a dataset of Reaction yield outcomes from USPTO patents with 853,638 reactions. Predict the reaction yield, written as a fraction of the theoretical maximum amount of product (1.0 means a 100% yield; for example, 0.34 means a 34% yield). (1) No catalyst specified. The reactants are [CH3:1][C:2]1([CH3:10])[CH2:7][C:6](=[O:8])[CH2:5][C:4](=[O:9])[CH2:3]1.CO[CH:13](OC)[N:14]([CH3:16])[CH3:15]. The product is [CH3:13][N:14]([CH:16]=[C:5]1[C:6](=[O:8])[CH2:7][C:2]([CH3:10])([CH3:1])[CH2:3][C:4]1=[O:9])[CH3:15]. The yield is 0.460. (2) The reactants are C([NH:8][C:9]1[C:17]2[O:16][C:15]([CH3:19])([CH3:18])[CH:14]([C:20]3[CH:25]=[CH:24][C:23]([CH:26]([CH3:28])[CH3:27])=[CH:22][CH:21]=3)[C:13]=2[C:12]([CH3:29])=[C:11]([O:30][CH3:31])[C:10]=1[CH3:32])C1C=CC=CC=1. The catalyst is C(OCC)(=O)C.CCCCCC. The product is [CH:26]([C:23]1[CH:24]=[CH:25][C:20]([CH:14]2[C:13]3[C:12]([CH3:29])=[C:11]([O:30][CH3:31])[C:10]([CH3:32])=[C:9]([NH2:8])[C:17]=3[O:16][C:15]2([CH3:19])[CH3:18])=[CH:21][CH:22]=1)([CH3:28])[CH3:27]. The yield is 0.830. (3) The reactants are [H-].[Al+3].[Li+].[H-].[H-].[H-].[CH2:7]([N:14]1[CH2:32][CH2:31][C:17]2([C:21](=O)[N:20]([CH3:23])[C:19](=O)[CH:18]2[C:25]2[CH:30]=[CH:29][CH:28]=[CH:27][CH:26]=2)[CH2:16][CH2:15]1)[C:8]1[CH:13]=[CH:12][CH:11]=[CH:10][CH:9]=1.[OH-].[Na+]. The catalyst is O. The product is [CH2:7]([N:14]1[CH2:32][CH2:31][C:17]2([CH2:21][N:20]([CH3:23])[CH2:19][CH:18]2[C:25]2[CH:30]=[CH:29][CH:28]=[CH:27][CH:26]=2)[CH2:16][CH2:15]1)[C:8]1[CH:9]=[CH:10][CH:11]=[CH:12][CH:13]=1. The yield is 0.600. (4) The reactants are [CH2:1]([OH:5])[CH2:2][CH2:3]C.[OH-].[Na+].[CH2:8]([P:10](CCC#N)(=[O:12])[OH:11])[CH3:9].S(=O)(=O)(O)[OH:18]. The catalyst is O. The product is [CH2:8]([P:10]([OH:11])([CH2:3][CH2:2][C:1]([OH:5])=[O:18])=[O:12])[CH3:9]. The yield is 0.980. (5) The reactants are [CH:1]([C:3]1[CH:4]=[N:5][N:6]([CH3:18])[C:7]=1[C:8]1[CH:9]=[C:10]([C:14]([O:16][CH3:17])=[O:15])[S:11][C:12]=1[CH3:13])=[CH2:2]. The catalyst is CO.[Pd]. The product is [CH2:1]([C:3]1[CH:4]=[N:5][N:6]([CH3:18])[C:7]=1[C:8]1[CH:9]=[C:10]([C:14]([O:16][CH3:17])=[O:15])[S:11][C:12]=1[CH3:13])[CH3:2]. The yield is 0.990. (6) The reactants are [OH-].[Na+].[OH:3][C:4]1[CH:16]=[CH:15][C:7]2[N:8]=[C:9]([S:11]([NH2:14])(=[O:13])=[O:12])[S:10][C:6]=2[CH:5]=1.[CH2:17](Br)[C:18]#[CH:19].Cl. The catalyst is CO.CN(C=O)C.O. The product is [CH2:19]([O:3][C:4]1[CH:16]=[CH:15][C:7]2[N:8]=[C:9]([S:11]([NH2:14])(=[O:13])=[O:12])[S:10][C:6]=2[CH:5]=1)[C:18]#[CH:17]. The yield is 0.290.